Dataset: hERG Central: cardiac toxicity at 1µM, 10µM, and general inhibition. Task: Predict hERG channel inhibition at various concentrations. (1) The drug is COc1ccc(-c2c[n+](CC(=O)OC3CC(C)CCC3C(C)C)c3n2CCC3)cc1.[Cl-]. Results: hERG_inhib (hERG inhibition (general)): blocker. (2) The compound is COc1ccc(-c2[nH]ncc2CN2CCCCCCC2)c(OC)c1. Results: hERG_inhib (hERG inhibition (general)): blocker. (3) The compound is C=CCN1C(=O)/C(=C/C=C2/N(CC)c3ccc(S(=O)(=O)N(C)C)cc3N2CC)SC1=S. Results: hERG_inhib (hERG inhibition (general)): blocker. (4) The drug is O=C(C1=C[C@H](c2csc3ccccc23)C[C@H](OCc2ccc(CO)cc2)O1)N1CCOCC1. Results: hERG_inhib (hERG inhibition (general)): blocker. (5) The molecule is Cc1sc2ncnc(N3CCC(C(=O)NNC(=O)COc4ccccc4F)CC3)c2c1C. Results: hERG_inhib (hERG inhibition (general)): blocker. (6) The compound is CC(C)(C)c1ccc(C(=O)N2CCCN(c3ccc([N+](=O)[O-])cn3)CC2)cc1. Results: hERG_inhib (hERG inhibition (general)): blocker.